Dataset: Blood-brain barrier permeability classification from the B3DB database. Task: Regression/Classification. Given a drug SMILES string, predict its absorption, distribution, metabolism, or excretion properties. Task type varies by dataset: regression for continuous measurements (e.g., permeability, clearance, half-life) or binary classification for categorical outcomes (e.g., BBB penetration, CYP inhibition). Dataset: b3db_classification. (1) The drug is CCCc1c2oc(C(=O)O)cc(=O)c2cc2c(=O)cc(C(=O)O)n(CC)c12. The result is 0 (does not penetrate BBB). (2) The compound is CN(C)C[C@@H](CN1c2ccccc2Sc2ccccc21)N(C)C. The result is 1 (penetrates BBB). (3) The molecule is CC(=O)Nc1cccc(-c2csc(N=C(N)N)n2)c1. The result is 0 (does not penetrate BBB).